This data is from Full USPTO retrosynthesis dataset with 1.9M reactions from patents (1976-2016). The task is: Predict the reactants needed to synthesize the given product. Given the product [C:7]([C:9]1[CH:10]=[CH:11][C:12]([CH3:32])=[C:13]([NH:15][C:16](=[O:31])[C:17]2[CH:22]=[CH:21][C:20]([O:23][CH2:24][C:25]3[CH:30]=[CH:29][CH:28]=[CH:27][N:26]=3)=[CH:19][CH:18]=2)[CH:14]=1)(=[NH:1])[NH2:8], predict the reactants needed to synthesize it. The reactants are: [NH4+:1].[Cl-].C[Al](C)C.[C:7]([C:9]1[CH:10]=[CH:11][C:12]([CH3:32])=[C:13]([NH:15][C:16](=[O:31])[C:17]2[CH:22]=[CH:21][C:20]([O:23][CH2:24][C:25]3[CH:30]=[CH:29][CH:28]=[CH:27][N:26]=3)=[CH:19][CH:18]=2)[CH:14]=1)#[N:8].